From a dataset of Full USPTO retrosynthesis dataset with 1.9M reactions from patents (1976-2016). Predict the reactants needed to synthesize the given product. (1) Given the product [C:12]1([CH3:13])[CH:11]=[CH:10][CH:9]=[CH:8][C:7]=1[CH:5]([OH:6])[CH3:4], predict the reactants needed to synthesize it. The reactants are: [BH4-].[Na+].C[CH2:4][C:5]([C:7]1[CH:12]=[CH:11][CH:10]=[CH:9][CH:8]=1)=[O:6].[CH3:13]O.O. (2) Given the product [CH3:30][N:31]1[CH2:36][CH2:35][C:34]2[N:28]([CH2:2][C:3]3([C:6]4[CH:11]=[N:10][C:9]([CH3:12])=[CH:8][CH:7]=4)[CH2:5][CH2:4]3)[C:25]3[CH:24]=[CH:23][C:22]([CH3:21])=[CH:27][C:26]=3[C:33]=2[CH2:32]1, predict the reactants needed to synthesize it. The reactants are: Br[CH2:2][C:3]1([C:6]2[CH:7]=[CH:8][C:9]([CH3:12])=[N:10][CH:11]=2)[CH2:5][CH2:4]1.C(N(CC)CC)C.Cl.[CH3:21][C:22]1[CH:27]=[CH:26][C:25]([NH:28]N)=[CH:24][CH:23]=1.[CH3:30][N:31]1[CH2:36][CH2:35][C:34](=O)[CH2:33][CH2:32]1. (3) Given the product [Cl:16][C:7]1[CH:8]=[C:9]([S:12]([NH2:15])(=[O:13])=[O:14])[CH:10]=[CH:11][C:6]=1[N:5]=[C:1]=[O:2], predict the reactants needed to synthesize it. The reactants are: [C:1](Cl)(Cl)=[O:2].[NH2:5][C:6]1[CH:11]=[CH:10][C:9]([S:12]([NH2:15])(=[O:14])=[O:13])=[CH:8][C:7]=1[Cl:16].C(N(C(C)C)C(C)C)C. (4) Given the product [Cl:1][C:2]1[CH:3]=[C:4]([C:8]2[C:13]([O:14][CH:15]([F:16])[F:17])=[CH:12][CH:11]=[C:10]([CH2:18][C:19]3[CH:20]=[CH:21][C:22]([N:28]([CH3:27])[CH2:29][C:30]([NH2:32])=[O:31])=[N:23][CH:24]=3)[CH:9]=2)[CH:5]=[CH:6][CH:7]=1, predict the reactants needed to synthesize it. The reactants are: [Cl:1][C:2]1[CH:3]=[C:4]([C:8]2[C:13]([O:14][CH:15]([F:17])[F:16])=[CH:12][CH:11]=[C:10]([CH2:18][C:19]3[CH:20]=[CH:21][C:22](F)=[N:23][CH:24]=3)[CH:9]=2)[CH:5]=[CH:6][CH:7]=1.Cl.[CH3:27][NH:28][CH2:29][C:30]([NH2:32])=[O:31].N12CCCN=C1CCCCC2. (5) Given the product [C:1]([O:5][C:6]([N:8]1[CH2:9][CH:10]2[CH:17]([CH:18]=[O:19])[CH:15]([CH2:14][CH2:13][CH2:12][CH2:11]2)[CH2:16]1)=[O:7])([CH3:4])([CH3:3])[CH3:2], predict the reactants needed to synthesize it. The reactants are: [C:1]([O:5][C:6]([N:8]1[CH2:16][CH:15]2[C:17](=[CH:18][O:19]C)[CH:10]([CH2:11][CH2:12][CH2:13][CH2:14]2)[CH2:9]1)=[O:7])([CH3:4])([CH3:3])[CH3:2].O.O.O.O.O.O.O.[Cl-].[Cl-].[Cl-].[Ce+3].[Na+].[I-]. (6) Given the product [NH2:2]/[C:1](=[N:26]\[OH:27])/[CH:3]([N:17]([CH3:25])[C:18](=[O:24])[O:19][C:20]([CH3:23])([CH3:22])[CH3:21])[CH2:4][CH2:5][C:6]([CH3:16])([CH3:15])[CH2:7][O:8][CH:9]1[CH2:14][CH2:13][CH2:12][CH2:11][O:10]1, predict the reactants needed to synthesize it. The reactants are: [C:1]([CH:3]([N:17]([CH3:25])[C:18](=[O:24])[O:19][C:20]([CH3:23])([CH3:22])[CH3:21])[CH2:4][CH2:5][C:6]([CH3:16])([CH3:15])[CH2:7][O:8][CH:9]1[CH2:14][CH2:13][CH2:12][CH2:11][O:10]1)#[N:2].[NH2:26][OH:27]. (7) Given the product [Cl:13][C:10]1[S:9][C:8]([NH:7][C:2]2[CH:3]=[CH:4][CH:5]=[CH:6][N:1]=2)=[N:12][CH:11]=1, predict the reactants needed to synthesize it. The reactants are: [N:1]1[CH:6]=[CH:5][CH:4]=[CH:3][C:2]=1[NH:7][C:8]1[S:9][CH:10]=[CH:11][N:12]=1.[Cl:13]N1C(=O)CCC1=O. (8) Given the product [F:1][C:2]1[CH:3]=[C:4]([C:10]2[C:14]([C:15]3[CH:20]=[CH:19][CH:18]=[CH:17][CH:16]=3)=[CH:13][S:12][C:11]=2[C:21]([O:23][CH3:24])=[O:22])[CH:5]=[CH:6][C:7]=1[S:8]([CH3:9])=[O:35], predict the reactants needed to synthesize it. The reactants are: [F:1][C:2]1[CH:3]=[C:4]([C:10]2[C:14]([C:15]3[CH:20]=[CH:19][CH:18]=[CH:17][CH:16]=3)=[CH:13][S:12][C:11]=2[C:21]([O:23][CH3:24])=[O:22])[CH:5]=[CH:6][C:7]=1[S:8][CH3:9].O.O.O.O.O.O.C(O[O-])(=O)C1C(=CC=CC=1)C([O-])=[O:35].[Mg+2]. (9) Given the product [NH:19]1[C:20]2[C:25](=[CH:24][CH:23]=[CH:22][CH:21]=2)[C:17]2([C:8]3[C:7](=[CH:16][C:11]4[O:12][CH2:13][CH2:14][O:15][C:10]=4[CH:9]=3)[O:6][CH2:2]2)[C:18]1=[O:26], predict the reactants needed to synthesize it. The reactants are: O1CCC[CH2:2]1.[OH:6][C:7]1[C:8]([CH:17]2[C:25]3[C:20](=[CH:21][CH:22]=[CH:23][CH:24]=3)[NH:19][C:18]2=[O:26])=[CH:9][C:10]2[O:15][CH2:14][CH2:13][O:12][C:11]=2[CH:16]=1.C(=O)([O-])[O-].[Cs+].[Cs+].ClCI. (10) Given the product [C:4]([C:3]1[C:2]([F:1])=[CH:9][CH:8]=[CH:7][C:6]=1[C:19]1[CH:20]=[C:21]2[C:25](=[CH:26][CH:27]=1)[N:24]([C:28]([O:30][C:31]([CH3:34])([CH3:33])[CH3:32])=[O:29])[CH2:23][CH2:22]2)#[N:5], predict the reactants needed to synthesize it. The reactants are: [F:1][C:2]1[CH:9]=[CH:8][CH:7]=[C:6](I)[C:3]=1[C:4]#[N:5].CC1(C)C(C)(C)OB([C:19]2[CH:20]=[C:21]3[C:25](=[CH:26][CH:27]=2)[N:24]([C:28]([O:30][C:31]([CH3:34])([CH3:33])[CH3:32])=[O:29])[CH2:23][CH2:22]3)O1.C1(P(C2CCCCC2)C2CCCCC2)CCCCC1.[O-]P([O-])([O-])=O.[K+].[K+].[K+].